Predict the product of the given reaction. From a dataset of Forward reaction prediction with 1.9M reactions from USPTO patents (1976-2016). (1) Given the reactants [C:1]1([CH3:12])[CH:6]=[CH:5][C:4]([S:7]([CH2:10]Cl)(=[O:9])=[O:8])=[CH:3][CH:2]=1.ClC[SiH2]C(C1C=CC=CC=1)C1C=CC=CC=1.C[Si](C1C=CC=CC=1)(C1C=CC=CC=1)C[C@H:32]([C@@H:34]1[CH2:38][CH2:37][CH2:36][N:35]1[C:39]([C:52]1[CH:57]=[CH:56][CH:55]=[CH:54][CH:53]=1)([C:46]1[CH:51]=[CH:50][CH:49]=[CH:48][CH:47]=1)[C:40]1[CH:45]=[CH:44][CH:43]=[CH:42][CH:41]=1)[OH:33], predict the reaction product. The product is: [S:7]([CH2:10][C@H:32]([C@@H:34]1[CH2:38][CH2:37][CH2:36][N:35]1[C:39]([C:40]1[CH:45]=[CH:44][CH:43]=[CH:42][CH:41]=1)([C:46]1[CH:47]=[CH:48][CH:49]=[CH:50][CH:51]=1)[C:52]1[CH:57]=[CH:56][CH:55]=[CH:54][CH:53]=1)[OH:33])([C:4]1[CH:5]=[CH:6][C:1]([CH3:12])=[CH:2][CH:3]=1)(=[O:9])=[O:8]. (2) Given the reactants Cl[C:2]1[N:9]=[C:8]([CH3:10])[CH:7]=[CH:6][C:3]=1[C:4]#[N:5].NC(N)=[S:13], predict the reaction product. The product is: [SH:13][C:2]1[N:9]=[C:8]([CH3:10])[CH:7]=[CH:6][C:3]=1[C:4]#[N:5]. (3) Given the reactants [Cl:1][C:2]1[CH:10]=[CH:9][C:8]([CH3:11])=[CH:7][C:3]=1[C:4]([OH:6])=[O:5].[Br:12]N1C(=O)CCC1=O, predict the reaction product. The product is: [Br:12][CH2:11][C:8]1[CH:9]=[CH:10][C:2]([Cl:1])=[C:3]([CH:7]=1)[C:4]([OH:6])=[O:5]. (4) Given the reactants [CH3:1][N:2]1[CH2:7][CH2:6][N:5]([C:8]2[N:13]=[CH:12][C:11]([C:14]3[S:15][C:16]4[CH:22]=[C:21]([NH:23][CH2:24]C(F)(F)F)[CH:20]=[CH:19][C:17]=4[N:18]=3)=[CH:10][CH:9]=2)[CH2:4][CH2:3]1.CN1CCN(C2N=CC(C3SC4C=C(NC(=O)OCC)C=CC=4N=3)=CC=2)CC1.[H-].[Al+3].[Li+].[H-].[H-].[H-], predict the reaction product. The product is: [CH3:24][NH:23][C:21]1[CH:20]=[CH:19][C:17]2[N:18]=[C:14]([C:11]3[CH:12]=[N:13][C:8]([N:5]4[CH2:6][CH2:7][N:2]([CH3:1])[CH2:3][CH2:4]4)=[CH:9][CH:10]=3)[S:15][C:16]=2[CH:22]=1. (5) Given the reactants [CH3:1][O:2][C:3]1[CH:8]=[CH:7][C:6]([S:9]([CH:12]2[S:16][C:15](=[O:17])[NH:14][C:13]2=[O:18])(=[O:11])=[O:10])=[CH:5][CH:4]=1.Br[CH2:20][C:21]1[CH:26]=[CH:25][C:24]([C:27]2[CH:32]=[CH:31][CH:30]=[CH:29][C:28]=2[C:33]#[N:34])=[CH:23][CH:22]=1.C(OCC)C, predict the reaction product. The product is: [C:33]([C:28]1[CH:29]=[CH:30][CH:31]=[CH:32][C:27]=1[C:24]1[CH:25]=[CH:26][C:21]([CH2:20][C:12]2([S:9]([C:6]3[CH:7]=[CH:8][C:3]([O:2][CH3:1])=[CH:4][CH:5]=3)(=[O:10])=[O:11])[S:16][C:15](=[O:17])[NH:14][C:13]2=[O:18])=[CH:22][CH:23]=1)#[N:34]. (6) Given the reactants [C:1]([O:5][C:6]([NH:8][C:9]1[CH:14]=[CH:13][C:12]([S:15][C:16]2[CH:24]=[CH:23][C:19]([C:20]([OH:22])=O)=[CH:18][C:17]=2[NH:25][C:26]2[C:27]3[CH:35]=[CH:34][C:33]([CH:36]([CH3:38])[CH3:37])=[N:32][C:28]=3[N:29]=[CH:30][N:31]=2)=[CH:11][CH:10]=1)=[O:7])([CH3:4])([CH3:3])[CH3:2].[C:39]1([CH3:48])[CH:44]=[CH:43][CH:42]=[C:41]([CH2:45][CH2:46][NH2:47])[CH:40]=1, predict the reaction product. The product is: [C:1]([O:5][C:6](=[O:7])[NH:8][C:9]1[CH:10]=[CH:11][C:12]([S:15][C:16]2[CH:24]=[CH:23][C:19]([C:20](=[O:22])[NH:47][CH2:46][CH2:45][C:41]3[CH:40]=[C:39]([CH3:48])[CH:44]=[CH:43][CH:42]=3)=[CH:18][C:17]=2[NH:25][C:26]2[C:27]3[CH:35]=[CH:34][C:33]([CH:36]([CH3:37])[CH3:38])=[N:32][C:28]=3[N:29]=[CH:30][N:31]=2)=[CH:13][CH:14]=1)([CH3:2])([CH3:3])[CH3:4]. (7) Given the reactants [CH2:1]([N:3]([CH2:9][C:10]1[CH:15]=[C:14]([C:16]([F:19])([F:18])[F:17])[CH:13]=[CH:12][C:11]=1B1OC(C)(C)C(C)(C)O1)[C:4]([CH:6]1[CH2:8][CH2:7]1)=[O:5])[CH3:2].[CH3:29][O:30][C:31](=[O:51])[CH2:32][C:33]1[CH:38]=[C:37]([C:39]([F:42])([F:41])[F:40])[CH:36]=[C:35](OS(C(F)(F)F)(=O)=O)[CH:34]=1, predict the reaction product. The product is: [CH3:29][O:30][C:31](=[O:51])[CH2:32][C:33]1[CH:34]=[C:35]([C:11]2[CH:12]=[CH:13][C:14]([C:16]([F:17])([F:18])[F:19])=[CH:15][C:10]=2[CH2:9][N:3]([C:4]([CH:6]2[CH2:7][CH2:8]2)=[O:5])[CH2:1][CH3:2])[CH:36]=[C:37]([C:39]([F:41])([F:40])[F:42])[CH:38]=1.